Task: Regression. Given a peptide amino acid sequence and an MHC pseudo amino acid sequence, predict their binding affinity value. This is MHC class II binding data.. Dataset: Peptide-MHC class II binding affinity with 134,281 pairs from IEDB (1) The peptide sequence is AFKVAATAANAAPAV. The MHC is DRB1_1001 with pseudo-sequence DRB1_1001. The binding affinity (normalized) is 0.889. (2) The MHC is HLA-DQA10101-DQB10501 with pseudo-sequence HLA-DQA10101-DQB10501. The peptide sequence is EKKYFAATQQEPLAA. The binding affinity (normalized) is 0.254. (3) The binding affinity (normalized) is 0.148. The MHC is HLA-DQA10501-DQB10301 with pseudo-sequence HLA-DQA10501-DQB10301. The peptide sequence is EKKYFPATQFEPLAA. (4) The peptide sequence is SPGMMMGMFNMLSTV. The MHC is DRB1_0101 with pseudo-sequence DRB1_0101. The binding affinity (normalized) is 0.775.